From a dataset of Catalyst prediction with 721,799 reactions and 888 catalyst types from USPTO. Predict which catalyst facilitates the given reaction. (1) The catalyst class is: 1. Product: [OH:13][C:6]1[C:7]2[C:12](=[CH:11][CH:10]=[CH:9][CH:8]=2)[C:3]([NH:2][C:19](=[O:20])[O:18][C:14]([CH3:17])([CH3:16])[CH3:15])=[CH:4][CH:5]=1. Reactant: Cl.[NH2:2][C:3]1[C:12]2[C:7](=[CH:8][CH:9]=[CH:10][CH:11]=2)[C:6]([OH:13])=[CH:5][CH:4]=1.[C:14]([O:18][C:19](O[C:19]([O:18][C:14]([CH3:17])([CH3:16])[CH3:15])=[O:20])=[O:20])([CH3:17])([CH3:16])[CH3:15]. (2) Reactant: [F:1][C:2]1[CH:3]=[C:4]([C:10]2[CH:15]=[CH:14][C:13]([C:16](=[O:18])[CH3:17])=[CH:12][CH:11]=2)[C:5]([O:8][CH3:9])=[N:6][CH:7]=1.[BH4-].[Na+]. Product: [F:1][C:2]1[CH:3]=[C:4]([C:10]2[CH:15]=[CH:14][C:13]([CH:16]([OH:18])[CH3:17])=[CH:12][CH:11]=2)[C:5]([O:8][CH3:9])=[N:6][CH:7]=1. The catalyst class is: 217.